Dataset: Full USPTO retrosynthesis dataset with 1.9M reactions from patents (1976-2016). Task: Predict the reactants needed to synthesize the given product. (1) Given the product [F:12][C:13]1[CH:14]=[C:15]([C:20]2[N:2]([C:4]3[CH:9]=[C:8]([C:10]#[N:11])[CH:7]=[CH:6][N:5]=3)[N:3]=[CH:22][CH:21]=2)[CH:16]=[CH:17][C:18]=1[F:19], predict the reactants needed to synthesize it. The reactants are: Cl.[NH:2]([C:4]1[CH:9]=[C:8]([C:10]#[N:11])[CH:7]=[CH:6][N:5]=1)[NH2:3].[F:12][C:13]1[CH:14]=[C:15]([C:20](=O)/[CH:21]=[CH:22]/N(C)C)[CH:16]=[CH:17][C:18]=1[F:19]. (2) Given the product [Cl:23][CH2:13][C:9]1[CH:10]=[N:11][O:12][C:8]=1[C:5]1[CH:6]=[CH:7][C:2]([Cl:1])=[C:3]([CH3:15])[CH:4]=1, predict the reactants needed to synthesize it. The reactants are: [Cl:1][C:2]1[CH:7]=[CH:6][C:5]([C:8]2[O:12][N:11]=[CH:10][C:9]=2[CH2:13]O)=[CH:4][C:3]=1[CH3:15].O1CCCC1.S(Cl)([Cl:23])=O. (3) Given the product [Br:1][CH2:2][CH2:3][C:4]1[CH:12]=[CH:11][C:7]([C:8]([O:10][CH3:13])=[O:9])=[CH:6][CH:5]=1, predict the reactants needed to synthesize it. The reactants are: [Br:1][CH2:2][CH2:3][C:4]1[CH:12]=[CH:11][C:7]([C:8]([OH:10])=[O:9])=[CH:6][CH:5]=1.[CH3:13]CN=C=NCCCN(C)C.Cl.C1C=CC2N(O)N=NC=2C=1. (4) Given the product [CH2:1]([O:3][C:4](=[O:36])[CH2:5][N:6]1[CH:10]=[C:9]([C:11]2[NH:35][C:14]3[N:15]=[CH:16][N:17]=[C:18]([C:19]4[CH:24]=[CH:23][C:22]([CH2:25][NH2:26])=[C:21]([F:34])[CH:20]=4)[C:13]=3[CH:12]=2)[CH:8]=[N:7]1)[CH3:2], predict the reactants needed to synthesize it. The reactants are: [CH2:1]([O:3][C:4](=[O:36])[CH2:5][N:6]1[CH:10]=[C:9]([C:11]2[NH:35][C:14]3[N:15]=[CH:16][N:17]=[C:18]([C:19]4[CH:24]=[CH:23][C:22]([CH2:25][NH:26]C(OC(C)(C)C)=O)=[C:21]([F:34])[CH:20]=4)[C:13]=3[CH:12]=2)[CH:8]=[N:7]1)[CH3:2].C(O)(C(F)(F)F)=O.